Dataset: Merck oncology drug combination screen with 23,052 pairs across 39 cell lines. Task: Regression. Given two drug SMILES strings and cell line genomic features, predict the synergy score measuring deviation from expected non-interaction effect. (1) Drug 1: NC1CCCCC1N.O=C(O)C(=O)O.[Pt+2]. Drug 2: CCc1cnn2c(NCc3ccc[n+]([O-])c3)cc(N3CCCCC3CCO)nc12. Cell line: NCIH520. Synergy scores: synergy=-7.26. (2) Drug 1: NC(=O)c1cccc2cn(-c3ccc(C4CCCNC4)cc3)nc12. Drug 2: O=C(NOCC(O)CO)c1ccc(F)c(F)c1Nc1ccc(I)cc1F. Cell line: NCIH2122. Synergy scores: synergy=14.1. (3) Drug 1: CC1CC2C3CCC4=CC(=O)C=CC4(C)C3(F)C(O)CC2(C)C1(O)C(=O)CO. Drug 2: CCN(CC)CCNC(=O)c1c(C)[nH]c(C=C2C(=O)Nc3ccc(F)cc32)c1C. Cell line: LOVO. Synergy scores: synergy=10.9. (4) Drug 1: CS(=O)(=O)CCNCc1ccc(-c2ccc3ncnc(Nc4ccc(OCc5cccc(F)c5)c(Cl)c4)c3c2)o1. Drug 2: CC(C)CC(NC(=O)C(Cc1ccccc1)NC(=O)c1cnccn1)B(O)O. Cell line: T47D. Synergy scores: synergy=-31.4. (5) Drug 1: C#Cc1cccc(Nc2ncnc3cc(OCCOC)c(OCCOC)cc23)c1. Drug 2: O=C(NOCC(O)CO)c1ccc(F)c(F)c1Nc1ccc(I)cc1F. Cell line: HCT116. Synergy scores: synergy=6.99. (6) Drug 1: COc1cc(C2c3cc4c(cc3C(OC3OC5COC(C)OC5C(O)C3O)C3COC(=O)C23)OCO4)cc(OC)c1O. Drug 2: C=CCn1c(=O)c2cnc(Nc3ccc(N4CCN(C)CC4)cc3)nc2n1-c1cccc(C(C)(C)O)n1. Cell line: UACC62. Synergy scores: synergy=25.1. (7) Drug 1: O=c1[nH]cc(F)c(=O)[nH]1. Drug 2: CCc1cnn2c(NCc3ccc[n+]([O-])c3)cc(N3CCCCC3CCO)nc12. Cell line: MSTO. Synergy scores: synergy=1.11.